This data is from Forward reaction prediction with 1.9M reactions from USPTO patents (1976-2016). The task is: Predict the product of the given reaction. (1) Given the reactants O[C:2]1[N:7]=[CH:6][N:5]([CH:8]2[CH2:13][CH2:12][O:11][CH2:10][CH2:9]2)[C:4](=[O:14])[CH:3]=1.P(Cl)(Cl)([Cl:17])=O.C(=O)([O-])O.[Na+], predict the reaction product. The product is: [Cl:17][C:2]1[N:7]=[CH:6][N:5]([CH:8]2[CH2:13][CH2:12][O:11][CH2:10][CH2:9]2)[C:4](=[O:14])[CH:3]=1. (2) Given the reactants CC(C[AlH]C[CH:7]([CH3:9])[CH3:8])C.[Li+:10].[CH3:11][CH:12]([N-:14][CH:15]([CH3:17])[CH3:16])[CH3:13], predict the reaction product. The product is: [Li:10][CH2:11][CH2:9][CH2:7][CH3:8].[CH:12]([NH:14][CH:15]([CH3:17])[CH3:16])([CH3:13])[CH3:11]. (3) Given the reactants S(O)(O)(=O)=O.[CH3:6][S:7][C:8](=[NH:10])[NH2:9].[OH-].[Na+].[C:13](O[C:13]([O:15][C:16]([CH3:19])([CH3:18])[CH3:17])=[O:14])([O:15][C:16]([CH3:19])([CH3:18])[CH3:17])=[O:14], predict the reaction product. The product is: [NH2:10][C:8](=[N:9][C:13](=[O:14])[O:15][C:16]([CH3:19])([CH3:18])[CH3:17])[S:7][CH3:6]. (4) Given the reactants [F:1][C:2]1[C:7]([S:8](=[O:21])(=[O:20])[NH:9][C:10]2[CH:11]=[CH:12][C:13]3[CH2:17][O:16][B:15]([OH:18])[C:14]=3[CH:19]=2)=[CH:6][N:5]=[C:4]([NH:22]C(=O)C)[CH:3]=1, predict the reaction product. The product is: [NH2:22][C:4]1[N:5]=[CH:6][C:7]([S:8]([NH:9][C:10]2[CH:11]=[CH:12][C:13]3[CH2:17][O:16][B:15]([OH:18])[C:14]=3[CH:19]=2)(=[O:21])=[O:20])=[C:2]([F:1])[CH:3]=1. (5) Given the reactants [OH:1][C@H:2]1[C:11](=[O:12])[C:10]2[CH:9]=[CH:8][C:7]3[N:13]([CH3:17])[C:14]([CH3:16])=[N:15][C:6]=3[C:5]=2[NH:4][C@@H:3]1[C:18]1[CH:23]=[CH:22][CH:21]=[CH:20][CH:19]=1.B.[Na], predict the reaction product. The product is: [CH3:16][C:14]1[N:13]([CH3:17])[C:7]2[CH:8]=[CH:9][C:10]3[C@H:11]([OH:12])[C@H:2]([OH:1])[C@@H:3]([C:18]4[CH:23]=[CH:22][CH:21]=[CH:20][CH:19]=4)[NH:4][C:5]=3[C:6]=2[N:15]=1. (6) Given the reactants [Cl:1][C:2]1[CH:31]=[CH:30][C:5]([CH2:6][O:7][C:8]2[C:9]([O:26][CH2:27][CH2:28][F:29])=[C:10]([CH:14](OC)[C:15]3[C:23]4[C:18](=[N:19][CH:20]=[CH:21][CH:22]=4)[NH:17][CH:16]=3)[CH:11]=[CH:12][CH:13]=2)=[C:4]([F:32])[CH:3]=1.C([SiH](CC)CC)C.FC(F)(F)C(O)=O, predict the reaction product. The product is: [Cl:1][C:2]1[CH:31]=[CH:30][C:5]([CH2:6][O:7][C:8]2[C:9]([O:26][CH2:27][CH2:28][F:29])=[C:10]([CH:11]=[CH:12][CH:13]=2)[CH2:14][C:15]2[C:23]3[C:18](=[N:19][CH:20]=[CH:21][CH:22]=3)[NH:17][CH:16]=2)=[C:4]([F:32])[CH:3]=1. (7) Given the reactants [N+:1]([C:4]1[CH:9]=[CH:8][C:7]([NH:10][CH:11]2[CH2:16][CH2:15][CH:14]([O:17][CH2:18][C:19]([OH:21])=O)[CH2:13][CH2:12]2)=[CH:6][C:5]=1[C:22]([F:25])([F:24])[F:23])([O-:3])=[O:2].CCN=C=NCCCN(C)C.Cl.C1C=CC2N(O)N=NC=2C=1.C(N(CC)CC)C.[F:55][C:56]([F:69])([F:68])[C:57]1[CH:58]=[C:59]2[C:64](=[CH:65][CH:66]=1)[N:63]=[C:62]([NH2:67])[CH:61]=[CH:60]2, predict the reaction product. The product is: [N+:1]([C:4]1[CH:9]=[CH:8][C:7]([NH:10][CH:11]2[CH2:12][CH2:13][CH:14]([O:17][CH2:18][C:19]([NH:67][C:62]3[CH:61]=[CH:60][C:59]4[C:64](=[CH:65][CH:66]=[C:57]([C:56]([F:68])([F:55])[F:69])[CH:58]=4)[N:63]=3)=[O:21])[CH2:15][CH2:16]2)=[CH:6][C:5]=1[C:22]([F:24])([F:23])[F:25])([O-:3])=[O:2]. (8) Given the reactants [Br:1][C:2]1[CH:7]=[CH:6][CH:5]=[C:4]([F:8])[C:3]=1[CH3:9].C1C(=O)[N:14](Br)[C:12](=O)C1.CC(N=NC(C#N)(C)C)(C#N)C.[C-]#N.[Na+], predict the reaction product. The product is: [Br:1][C:2]1[CH:7]=[CH:6][CH:5]=[C:4]([F:8])[C:3]=1[CH2:9][C:12]#[N:14]. (9) Given the reactants [Cl:1][C:2]1[CH:7]=[CH:6][CH:5]=[CH:4][C:3]=1[C:8]1[N:9]([C:20]2[CH:25]=[CH:24][C:23]([Cl:26])=[CH:22][CH:21]=2)[C:10]([CH2:18][CH3:19])=[C:11]([C:13]([O:15]CC)=[O:14])[N:12]=1.[Li+].[OH-].Cl, predict the reaction product. The product is: [Cl:1][C:2]1[CH:7]=[CH:6][CH:5]=[CH:4][C:3]=1[C:8]1[N:9]([C:20]2[CH:21]=[CH:22][C:23]([Cl:26])=[CH:24][CH:25]=2)[C:10]([CH2:18][CH3:19])=[C:11]([C:13]([OH:15])=[O:14])[N:12]=1.